This data is from Catalyst prediction with 721,799 reactions and 888 catalyst types from USPTO. The task is: Predict which catalyst facilitates the given reaction. Reactant: Cl[C:2]1[CH:7]=[C:6]([C:8]([F:11])([F:10])[F:9])[N:5]=[C:4]([C:12]2[CH:17]=[CH:16][CH:15]=[C:14]([Cl:18])[CH:13]=2)[N:3]=1.[Cl:19][C:20]1[CH:21]=[N:22][N:23]([CH2:25][C:26]2[CH:31]=[CH:30][C:29]([CH2:32]B3OC(C)(C)C(C)(C)O3)=[CH:28][CH:27]=2)[CH:24]=1.C([O-])([O-])=O.[Na+].[Na+]. Product: [Cl:19][C:20]1[CH:21]=[N:22][N:23]([CH2:25][C:26]2[CH:31]=[CH:30][C:29]([CH2:32][C:2]3[CH:7]=[C:6]([C:8]([F:11])([F:10])[F:9])[N:5]=[C:4]([C:12]4[CH:17]=[CH:16][CH:15]=[C:14]([Cl:18])[CH:13]=4)[N:3]=3)=[CH:28][CH:27]=2)[CH:24]=1. The catalyst class is: 117.